This data is from Forward reaction prediction with 1.9M reactions from USPTO patents (1976-2016). The task is: Predict the product of the given reaction. (1) Given the reactants [O:1]1[C:5]2[CH:6]=[CH:7][C:8]([O:10][CH2:11][CH2:12][CH2:13][O:14][C:15]3[CH:20]=[CH:19][C:18]([CH:21]4[CH2:26][CH2:25][N:24]([C:27]([O:29][C:30]([CH3:33])([CH3:32])[CH3:31])=[O:28])[CH2:23][CH:22]4[OH:34])=[CH:17][CH:16]=3)=[CH:9][C:4]=2[O:3][CH2:2]1.Cl[CH2:36][C:37]1[CH:38]=[CH:39][C:40]2[O:45][CH2:44][C:43](=[O:46])[N:42]([CH2:47][CH2:48][CH2:49][O:50][CH3:51])[C:41]=2[CH:52]=1, predict the reaction product. The product is: [O:1]1[C:5]2[CH:6]=[CH:7][C:8]([O:10][CH2:11][CH2:12][CH2:13][O:14][C:15]3[CH:16]=[CH:17][C:18]([CH:21]4[CH2:26][CH2:25][N:24]([C:27]([O:29][C:30]([CH3:31])([CH3:33])[CH3:32])=[O:28])[CH2:23][CH:22]4[O:34][CH2:36][C:37]4[CH:38]=[CH:39][C:40]5[O:45][CH2:44][C:43](=[O:46])[N:42]([CH2:47][CH2:48][CH2:49][O:50][CH3:51])[C:41]=5[CH:52]=4)=[CH:19][CH:20]=3)=[CH:9][C:4]=2[O:3][CH2:2]1. (2) Given the reactants [C:1]([CH2:3][C:4]([NH:6][CH2:7][CH2:8][CH:9]([NH:11][C:12](=[O:16])[CH2:13][C:14]#[N:15])[CH3:10])=[O:5])#[N:2].[OH:17][C:18]1[CH:19]=[C:20]([CH:23]=[C:24]([O:27][CH3:28])[C:25]=1[OH:26])[CH:21]=O, predict the reaction product. The product is: [C:1]([C:3](=[CH:21][C:20]1[CH:23]=[C:24]([O:27][CH3:28])[C:25]([OH:26])=[C:18]([OH:17])[CH:19]=1)[C:4]([NH:6][CH2:7][CH2:8][CH:9]([NH:11][C:12](=[O:16])[C:13]([C:14]#[N:15])=[CH:21][C:20]1[CH:23]=[C:24]([O:27][CH3:28])[C:25]([OH:26])=[C:18]([OH:17])[CH:19]=1)[CH3:10])=[O:5])#[N:2]. (3) Given the reactants [C:1]([C:3]1[CH:4]=[C:5]([NH:9][C:10]2[C:19]3[C:14](=[CH:15][C:16](F)=[C:17]([N+:20]([O-:22])=[O:21])[CH:18]=3)[N:13]=[CH:12][N:11]=2)[CH:6]=[CH:7][CH:8]=1)#[CH:2].[CH3:24][O-:25].[Na+].O.Cl, predict the reaction product. The product is: [C:1]([C:3]1[CH:4]=[C:5]([NH:9][C:10]2[C:19]3[C:14](=[CH:15][C:16]([O:25][CH3:24])=[C:17]([N+:20]([O-:22])=[O:21])[CH:18]=3)[N:13]=[CH:12][N:11]=2)[CH:6]=[CH:7][CH:8]=1)#[CH:2]. (4) Given the reactants N1C=CC=CC=1.[Cl:7][C:8]1[C:13]([NH2:14])=[CH:12][CH:11]=[C:10]([Cl:15])[N:9]=1.[CH3:16][O:17][C:18]1[C:26]([CH3:27])=[CH:25][C:21]([C:22](Cl)=[O:23])=[CH:20][C:19]=1[CH3:28].S(=O)(=O)(O)[O-].[Na+], predict the reaction product. The product is: [Cl:7][C:8]1[C:13]([NH:14][C:22](=[O:23])[C:21]2[CH:25]=[C:26]([CH3:27])[C:18]([O:17][CH3:16])=[C:19]([CH3:28])[CH:20]=2)=[CH:12][CH:11]=[C:10]([Cl:15])[N:9]=1. (5) Given the reactants C(P(C12CC3CC(CC(C3)C1)C2)C12CC3CC(CC(C3)C1)C2)CCC.[CH:26]1([C@H:30]([NH:32][C:33]2[N:41]=[C:40]([C:42]#[N:43])[N:39]=[C:38]3[C:34]=2[N:35]([CH2:44][C:45]2[CH:50]=[CH:49][C:48]([C:51]([F:54])([F:53])[F:52])=[CH:47][C:46]=2[N:55]2[C:63](=[O:64])[C:62]4[C:57](=[CH:58][CH:59]=[CH:60][CH:61]=4)[C:56]2=[O:65])[CH:36]=[N:37]3)[CH3:31])[CH2:29][CH2:28][CH2:27]1.C(O)(=O)C(C)(C)C.[F-].[Cs+].Br[C:76]1[CH:81]=[C:80]([CH:82]([CH3:84])[CH3:83])[CH:79]=[CH:78][N:77]=1, predict the reaction product. The product is: [CH:26]1([C@H:30]([NH:32][C:33]2[N:41]=[C:40]([C:42]#[N:43])[N:39]=[C:38]3[C:34]=2[N:35]([CH2:44][C:45]2[CH:50]=[CH:49][C:48]([C:51]([F:53])([F:54])[F:52])=[CH:47][C:46]=2[N:55]2[C:56](=[O:65])[C:57]4[C:62](=[CH:61][CH:60]=[CH:59][CH:58]=4)[C:63]2=[O:64])[C:36]([C:76]2[CH:81]=[C:80]([CH:82]([CH3:84])[CH3:83])[CH:79]=[CH:78][N:77]=2)=[N:37]3)[CH3:31])[CH2:29][CH2:28][CH2:27]1. (6) Given the reactants [Cl:1][C:2]1[CH:7]=[CH:6][C:5]([O:8][C:9](=[O:26])[N:10]([CH2:12][C@H:13]2[CH2:18][CH2:17][C@H:16]([CH2:19][O:20][CH2:21][CH2:22][CH2:23][CH2:24]Br)[CH2:15][CH2:14]2)[CH3:11])=[CH:4][CH:3]=1.[OH:27][CH2:28][CH2:29][NH:30][CH2:31][CH2:32][OH:33], predict the reaction product. The product is: [Cl:1][C:2]1[CH:7]=[CH:6][C:5]([O:8][C:9](=[O:26])[N:10]([CH2:12][C@H:13]2[CH2:18][CH2:17][C@H:16]([CH2:19][O:20][CH2:21][CH2:22][CH2:23][CH2:24][N:30]([CH2:31][CH2:32][OH:33])[CH2:29][CH2:28][OH:27])[CH2:15][CH2:14]2)[CH3:11])=[CH:4][CH:3]=1. (7) The product is: [Cl:25][C:26]1[CH:27]=[C:28]([O:33][CH3:34])[CH:29]=[C:30]([Cl:32])[C:31]=1[C:17]([C:16]1[CH:20]=[CH:21][C:22]([Cl:24])=[CH:23][C:15]=1[Cl:14])=[O:18]. Given the reactants [Al+3].[Cl-].[Cl-].[Cl-].C1([N+]([O-])=O)C=CC=CC=1.[Cl:14][C:15]1[CH:23]=[C:22]([Cl:24])[CH:21]=[CH:20][C:16]=1[C:17](Cl)=[O:18].[Cl:25][C:26]1[CH:27]=[C:28]([O:33][CH3:34])[CH:29]=[C:30]([Cl:32])[CH:31]=1, predict the reaction product. (8) Given the reactants CCCP(=O)=O.[NH2:7][C:8]1[C:16]([Br:17])=[CH:15][CH:14]=[CH:13][C:9]=1[C:10]([OH:12])=O.[CH:18]1([NH2:22])[CH2:21][CH2:20][CH2:19]1, predict the reaction product. The product is: [NH2:7][C:8]1[C:16]([Br:17])=[CH:15][CH:14]=[CH:13][C:9]=1[C:10]([NH:22][CH:18]1[CH2:21][CH2:20][CH2:19]1)=[O:12].